From a dataset of Full USPTO retrosynthesis dataset with 1.9M reactions from patents (1976-2016). Predict the reactants needed to synthesize the given product. Given the product [CH2:5]1[C:6]2([CH2:7][NH:8][CH2:9]2)[CH2:17][N:4]1[CH2:3][CH:2]([OH:1])[CH2:18][N:19]1[C:32]2[CH:31]=[C:30]([C:33]([F:35])([F:34])[F:36])[CH:29]=[CH:28][C:27]=2[S:26][C:25]2[C:20]1=[CH:21][CH:22]=[CH:23][CH:24]=2, predict the reactants needed to synthesize it. The reactants are: [OH:1][CH:2]([CH2:18][N:19]1[C:32]2[CH:31]=[C:30]([C:33]([F:36])([F:35])[F:34])[CH:29]=[CH:28][C:27]=2[S:26][C:25]2[C:20]1=[CH:21][CH:22]=[CH:23][CH:24]=2)[CH2:3][N:4]1[CH2:17][C:6]2([CH2:9][N:8](C(OC(C)(C)C)=O)[CH2:7]2)[CH2:5]1.Cl.